Dataset: Full USPTO retrosynthesis dataset with 1.9M reactions from patents (1976-2016). Task: Predict the reactants needed to synthesize the given product. (1) Given the product [CH2:12]([O:11][P:7]([CH2:6][C:5]1[CH:4]=[CH:3][C:2]([NH:1][C:31](=[O:32])[CH2:30][CH2:29][C:28]2[C:24]([C:21]3[CH:22]=[CH:23][C:18]([Cl:17])=[CH:19][CH:20]=3)=[N:25][O:26][CH:27]=2)=[CH:16][CH:15]=1)([O:8][CH2:9][CH3:10])=[O:14])[CH3:13], predict the reactants needed to synthesize it. The reactants are: [NH2:1][C:2]1[CH:16]=[CH:15][C:5]([CH2:6][P:7](=[O:14])([O:11][CH2:12][CH3:13])[O:8][CH2:9][CH3:10])=[CH:4][CH:3]=1.[Cl:17][C:18]1[CH:23]=[CH:22][C:21]([C:24]2[C:28]([CH2:29][CH2:30][C:31](O)=[O:32])=[CH:27][O:26][N:25]=2)=[CH:20][CH:19]=1.O.ON1C2C=CC=CC=2N=N1.Cl.C(N=C=NCCCN(C)C)C. (2) Given the product [C:5](=[N:18][NH:19][C:30](=[O:33])[CH2:29][CH:28]([C:24]1[CH:25]=[CH:26][CH:27]=[C:22]([O:21][CH3:20])[CH:23]=1)[CH2:32][OH:31])([C:12]1[CH:13]=[CH:14][CH:15]=[CH:16][CH:17]=1)[C:6]1[CH:11]=[CH:10][CH:9]=[CH:8][CH:7]=1, predict the reactants needed to synthesize it. The reactants are: C[Al](C)C.[C:5](=[N:18][NH2:19])([C:12]1[CH:17]=[CH:16][CH:15]=[CH:14][CH:13]=1)[C:6]1[CH:11]=[CH:10][CH:9]=[CH:8][CH:7]=1.[CH3:20][O:21][C:22]1[CH:23]=[C:24]([CH:28]2[CH2:32][O:31][C:30](=[O:33])[CH2:29]2)[CH:25]=[CH:26][CH:27]=1.[OH-].[Na+]. (3) The reactants are: C=O.[C:3](O)(=O)C.[C:7]([O:15][CH2:16][CH3:17])(=[O:14])[CH2:8][C:9]([O:11][CH2:12][CH3:13])=[O:10].[C:18]([SH:22])([CH3:21])([CH3:20])[CH3:19].C(N(CC)CC)C. Given the product [C:18]([S:22][CH2:3][CH:8]([C:9]([O:11][CH2:12][CH3:13])=[O:10])[C:7]([O:15][CH2:16][CH3:17])=[O:14])([CH3:21])([CH3:20])[CH3:19], predict the reactants needed to synthesize it. (4) Given the product [C:18]1([CH3:25])[CH:19]=[CH:20][CH:21]=[CH:22][C:23]=1[O:24][C:2]1[N:7]=[C:6]([C:8]2[N:17]=[CH:16][C:15]3[C:10](=[CH:11][CH:12]=[CH:13][CH:14]=3)[N:9]=2)[CH:5]=[CH:4][CH:3]=1, predict the reactants needed to synthesize it. The reactants are: Br[C:2]1[N:7]=[C:6]([C:8]2[N:17]=[CH:16][C:15]3[C:10](=[CH:11][CH:12]=[CH:13][CH:14]=3)[N:9]=2)[CH:5]=[CH:4][CH:3]=1.[C:18]1([CH3:25])[C:23]([OH:24])=[CH:22][CH:21]=[CH:20][CH:19]=1.C(=O)([O-])[O-].[Cs+].[Cs+].CC(C)(C(=O)CC(=O)C(C)(C)C)C.C(N(CC(O)=O)CC(O)=O)CN(CC(O)=O)CC(O)=O. (5) Given the product [Cl:1][C:2]1([C:40]([OH:35])=[O:28])[CH2:10][C:9]2[C:4](=[CH:5][CH:6]=[CH:7][CH:8]=2)[N:3]1[C:13]1[CH:18]=[CH:17][CH:16]=[CH:15][CH:14]=1, predict the reactants needed to synthesize it. The reactants are: [Cl:1][C:2]1[N:3]([C:13]2[CH:18]=[CH:17][CH:16]=[CH:15][CH:14]=2)[C:4]2[C:9]([C:10]=1C=O)=[CH:8][CH:7]=[CH:6][CH:5]=2.CC(=CC)C.Cl([O-])=O.[Na+].[OH2:28].P([O-])(O)(O)=O.[Na+].[O:35]1[CH2:40]COCC1. (6) Given the product [F:34][C:2]([F:33])([F:1])[C:3]1[CH:28]=[C:27]([C:29]([F:32])([F:30])[F:31])[CH:26]=[CH:25][C:4]=1[CH2:5][N:6]1[C:14]2[C:9](=[CH:10][C:11]([CH:15]=[C:16]3[S:20][C:19]([N:39]4[CH2:40][CH2:41][C@@H:37]([N:36]([CH3:42])[CH3:35])[CH2:38]4)=[N:18][C:17]3=[O:24])=[CH:12][CH:13]=2)[CH:8]=[N:7]1, predict the reactants needed to synthesize it. The reactants are: [F:1][C:2]([F:34])([F:33])[C:3]1[CH:28]=[C:27]([C:29]([F:32])([F:31])[F:30])[CH:26]=[CH:25][C:4]=1[CH2:5][N:6]1[C:14]2[C:9](=[CH:10][C:11]([CH:15]=[C:16]3[S:20][C:19](SCC)=[N:18][C:17]3=[O:24])=[CH:12][CH:13]=2)[CH:8]=[N:7]1.[CH3:35][N:36]([CH3:42])[C@@H:37]1[CH2:41][CH2:40][NH:39][CH2:38]1. (7) Given the product [C:9]1([CH3:18])[CH:14]=[CH:13][C:12]([S:15](=[O:17])([S:4][CH2:1][CH2:2][CH3:3])=[O:16])=[CH:11][CH:10]=1, predict the reactants needed to synthesize it. The reactants are: [CH2:1]([S:4][S:4][CH2:1][CH2:2][CH3:3])[CH2:2][CH3:3].[C:9]1([CH3:18])[CH:14]=[CH:13][C:12]([S:15]([O-:17])=[O:16])=[CH:11][CH:10]=1.[Na+].II. (8) Given the product [NH2:7][CH:8]1[CH2:9][CH2:10][N:11]([CH2:14][CH2:15][N:16]2[C:25]3[C:20](=[CH:21][C:22]([F:26])=[CH:23][CH:24]=3)[N:19]=[CH:18][C:17]2=[O:27])[CH2:12][CH2:13]1, predict the reactants needed to synthesize it. The reactants are: C(OC(=O)[NH:7][CH:8]1[CH2:13][CH2:12][N:11]([CH2:14][CH2:15][N:16]2[C:25]3[C:20](=[CH:21][C:22]([F:26])=[CH:23][CH:24]=3)[N:19]=[CH:18][C:17]2=[O:27])[CH2:10][CH2:9]1)(C)(C)C.FC(F)(F)C(O)=O.NC1CCN(CCN2C3C(=CC=C(F)C=3)N=CC2=O)CC1.